Dataset: Peptide-MHC class I binding affinity with 185,985 pairs from IEDB/IMGT. Task: Regression. Given a peptide amino acid sequence and an MHC pseudo amino acid sequence, predict their binding affinity value. This is MHC class I binding data. (1) The peptide sequence is SMSQELAEL. The MHC is HLA-A02:01 with pseudo-sequence HLA-A02:01. The binding affinity (normalized) is 0.590. (2) The MHC is HLA-B40:01 with pseudo-sequence HLA-B40:01. The peptide sequence is DRLHPPNKL. The binding affinity (normalized) is 0.228. (3) The binding affinity (normalized) is 0.0847. The peptide sequence is RYRMRHLSK. The MHC is HLA-A01:01 with pseudo-sequence HLA-A01:01.